Dataset: Catalyst prediction with 721,799 reactions and 888 catalyst types from USPTO. Task: Predict which catalyst facilitates the given reaction. (1) Reactant: [CH3:1][C:2]1[N:7]=[C:6]2[S:8][C:9]3[CH2:13][CH2:12][CH2:11][C:10]=3[C:5]2=[C:4]([CH2:14][C:15]2[CH:20]=[CH:19][C:18]([O:21][CH3:22])=[CH:17][CH:16]=2)[C:3]=1[CH2:23][C:24]([O:26][CH3:27])=[O:25].[Li+].C[Si]([N-][Si](C)(C)C)(C)C.[CH2:38]1[CH2:42]OC[CH2:39]1.ICCC. Product: [CH3:1][C:2]1[N:7]=[C:6]2[S:8][C:9]3[CH2:13][CH2:12][CH2:11][C:10]=3[C:5]2=[C:4]([CH2:14][C:15]2[CH:20]=[CH:19][C:18]([O:21][CH3:22])=[CH:17][CH:16]=2)[C:3]=1[CH:23]([CH2:39][CH2:38][CH3:42])[C:24]([O:26][CH3:27])=[O:25]. The catalyst class is: 3. (2) Reactant: C(OC([N:8]1[CH2:11][CH:10]([C:12]2[CH:13]=[N:14][CH:15]=[C:16]([N:18]3[C:26](=[O:27])[C:25]4[C:20](=[CH:21][C:22]([Cl:28])=[CH:23][CH:24]=4)[C:19]3([CH3:30])[CH3:29])[CH:17]=2)[CH2:9]1)=O)(C)(C)C.C(Cl)(C)=O. Product: [ClH:28].[NH:8]1[CH2:11][CH:10]([C:12]2[CH:17]=[C:16]([N:18]3[C:19]([CH3:30])([CH3:29])[C:20]4[C:25](=[CH:24][CH:23]=[C:22]([Cl:28])[CH:21]=4)[C:26]3=[O:27])[CH:15]=[N:14][CH:13]=2)[CH2:9]1. The catalyst class is: 5. (3) Reactant: [CH3:1][O:2][C:3]([C:5]1[S:6][C:7]([C:14]([OH:16])=O)=[CH:8][C:9]=1[C:10]([F:13])([F:12])[F:11])=[O:4].C(N(CC)CC)C.CN(C(ON1N=NC2C=CC=CC1=2)=[N+](C)C)C.F[P-](F)(F)(F)(F)F.C1C=CC2N(O)N=NC=2C=1.[C:58]([Si:62]([CH3:73])([CH3:72])[O:63][C:64]1[CH:65]=[C:66]([CH:69]=[CH:70][CH:71]=1)[CH2:67][NH2:68])([CH3:61])([CH3:60])[CH3:59]. Product: [CH3:1][O:2][C:3]([C:5]1[S:6][C:7]([C:14](=[O:16])[NH:68][CH2:67][C:66]2[CH:69]=[CH:70][CH:71]=[C:64]([O:63][Si:62]([C:58]([CH3:61])([CH3:60])[CH3:59])([CH3:72])[CH3:73])[CH:65]=2)=[CH:8][C:9]=1[C:10]([F:11])([F:12])[F:13])=[O:4]. The catalyst class is: 3. (4) Reactant: [CH3:1][O:2][C:3]1[CH:4]=[C:5]([CH2:11][CH2:12][NH:13][C:14]2[CH:19]=[CH:18][C:17]([O:20][CH2:21][C:22]#[CH:23])=[CH:16][C:15]=2[C:24]([C:26]2[CH:31]=[CH:30][C:29]([CH:32]([CH3:34])[CH3:33])=[CH:28][CH:27]=2)=O)[CH:6]=[C:7]([O:9][CH3:10])[CH:8]=1.[O:35]([C:37]#[N:38])[Na]. Product: [CH3:10][O:9][C:7]1[CH:6]=[C:5]([CH2:11][CH2:12][N:13]2[C:14]3[C:15](=[CH:16][C:17]([O:20][CH2:21][C:22]#[CH:23])=[CH:18][CH:19]=3)[C:24]([C:26]3[CH:27]=[CH:28][C:29]([CH:32]([CH3:33])[CH3:34])=[CH:30][CH:31]=3)=[N:38][C:37]2=[O:35])[CH:4]=[C:3]([O:2][CH3:1])[CH:8]=1. The catalyst class is: 15. (5) Product: [Br:18][C:19]1[CH:24]=[CH:23][C:22]([S:25]([N:3]2[C:11]3[C:6](=[CH:7][CH:8]=[CH:9][CH:10]=3)[C:5]([O:12][CH2:13][CH2:14][N:15]([CH3:17])[CH3:16])=[CH:4]2)(=[O:27])=[O:26])=[CH:21][CH:20]=1. The catalyst class is: 9. Reactant: [H-].[Na+].[NH:3]1[C:11]2[C:6](=[CH:7][CH:8]=[CH:9][CH:10]=2)[C:5]([O:12][CH2:13][CH2:14][N:15]([CH3:17])[CH3:16])=[CH:4]1.[Br:18][C:19]1[CH:24]=[CH:23][C:22]([S:25](Cl)(=[O:27])=[O:26])=[CH:21][CH:20]=1.O. (6) Reactant: [Cl-:1].[CH2:2]([N+:4]([CH2:11]C)([CH2:8][CH:9]=[CH2:10])[CH2:5][CH:6]=[CH2:7])C.[C:13]([NH2:17])(=[O:16])[CH:14]=[CH2:15].[C:18]([OH:23])(=[O:22])[C:19]([CH3:21])=[CH2:20].[OH-].[Na+].S(OOS([O-])(=O)=O)([O-])(=O)=O.[Na+].[Na+].S(=O)(O)[O-].[Na+]. Product: [C:18]([OH:23])(=[O:22])[C:19]([CH3:21])=[CH2:20].[Cl-:1].[CH3:2][N+:4]([CH3:11])([CH2:8][CH:9]=[CH2:10])[CH2:5][CH:6]=[CH2:7].[C:13]([NH2:17])(=[O:16])[CH:14]=[CH2:15]. The catalyst class is: 6. (7) Reactant: [CH3:1][O:2][C:3](=[O:24])[C@@H:4]([NH:13][C:14](=[O:23])[C:15]1[CH:20]=[C:19]([Cl:21])[CH:18]=[CH:17][C:16]=1[NH2:22])[CH2:5][C:6]1[CH:11]=[CH:10][C:9]([Br:12])=[CH:8][CH:7]=1.[C:25]1([CH:35]=O)[C:34]2[C:29](=[CH:30][CH:31]=[CH:32][CH:33]=2)[CH:28]=[CH:27][CH:26]=1. Product: [CH3:1][O:2][C:3](=[O:24])[C@@H:4]([NH:13][C:14](=[O:23])[C:15]1[CH:20]=[C:19]([Cl:21])[CH:18]=[CH:17][C:16]=1[NH:22][CH2:35][C:25]1[C:34]2[C:29](=[CH:30][CH:31]=[CH:32][CH:33]=2)[CH:28]=[CH:27][CH:26]=1)[CH2:5][C:6]1[CH:7]=[CH:8][C:9]([Br:12])=[CH:10][CH:11]=1. The catalyst class is: 2. (8) Reactant: [N:1]([CH2:4][CH2:5][CH3:6])=[C:2]=[O:3].[OH:7][C@H:8]1[CH2:27][N:11]2[C:12](=[O:26])[N:13]([C:15]3[CH:20]=[CH:19][C:18]([O:21][C:22]([F:25])([F:24])[F:23])=[CH:17][CH:16]=3)[CH2:14][C@@H:10]2[CH2:9]1.O. Product: [O:26]=[C:12]1[N:11]2[CH2:27][C@H:8]([O:7][C:2](=[O:3])[NH:1][CH2:4][CH2:5][CH3:6])[CH2:9][C@H:10]2[CH2:14][N:13]1[C:15]1[CH:20]=[CH:19][C:18]([O:21][C:22]([F:25])([F:23])[F:24])=[CH:17][CH:16]=1. The catalyst class is: 859. (9) Reactant: [CH3:1][O:2][C@@H:3]1[C@H:7]([OH:8])[C@@H:6]([CH2:9][OH:10])[O:5][C@H:4]1[N:11]1[C:21]2[N:20]=[C:18]([NH2:19])[NH:17][C:15](=[O:16])[C:14]=2[N:13]=[CH:12]1.C[Si](Cl)(C)C.[C:27](Cl)(=[O:31])[CH:28]([CH3:30])[CH3:29].[NH4+].[OH-]. Product: [C:27]([NH:19][C:18]1[NH:17][C:15](=[O:16])[C:14]2[N:13]=[CH:12][N:11]([C:21]=2[N:20]=1)[C@@H:4]1[O:5][C@H:6]([CH2:9][OH:10])[C@@H:7]([OH:8])[C@H:3]1[O:2][CH3:1])(=[O:31])[CH:28]([CH3:30])[CH3:29]. The catalyst class is: 228. (10) Reactant: [CH3:1][C:2]1[S:6][C:5]([C:7]([O:9][CH3:10])=[O:8])=[CH:4][C:3]=1[N+:11]([O-:13])=[O:12].COO[CH:17](OOC)[N:18]([CH3:20])[CH3:19]. Product: [CH3:17][N:18]([CH3:20])/[CH:19]=[CH:1]/[C:2]1[S:6][C:5]([C:7]([O:9][CH3:10])=[O:8])=[CH:4][C:3]=1[N+:11]([O-:13])=[O:12]. The catalyst class is: 3.